From a dataset of Forward reaction prediction with 1.9M reactions from USPTO patents (1976-2016). Predict the product of the given reaction. (1) Given the reactants [CH:1]1[C:6](C(O)=O)=[CH:5][C:4]2[C:10](O[C:13](=[O:14])[C:3]=2[CH:2]=1)=[O:11].[NH2:15][NH2:16].C(O)C.C(O)(C)C, predict the reaction product. The product is: [OH:11][C:10]1[C:4]2[C:3](=[CH:2][CH:1]=[CH:6][CH:5]=2)[C:13]([OH:14])=[N:16][N:15]=1. (2) Given the reactants [CH3:1][N:2]1[CH2:7][CH2:6][CH:5]([O:8][C:9](=[O:24])[C:10]([OH:23])([C:17]2[CH:22]=[CH:21][CH:20]=[CH:19][CH:18]=2)[C:11]2[CH:16]=[CH:15][CH:14]=[CH:13][CH:12]=2)[CH2:4][CH2:3]1.[Br:25][CH2:26][C:27]([NH:29][C:30]1[N:35]=[CH:34][N:33]=[CH:32][N:31]=1)=[O:28], predict the reaction product. The product is: [Br-:25].[OH:23][C:10]([C:17]1[CH:18]=[CH:19][CH:20]=[CH:21][CH:22]=1)([C:11]1[CH:12]=[CH:13][CH:14]=[CH:15][CH:16]=1)[C:9]([O:8][CH:5]1[CH2:6][CH2:7][N+:2]([CH3:1])([CH2:26][C:27](=[O:28])[NH:29][C:30]2[N:35]=[CH:34][N:33]=[CH:32][N:31]=2)[CH2:3][CH2:4]1)=[O:24]. (3) Given the reactants [S:1]1[C:5]2[CH:6]=[CH:7][CH:8]=[CH:9][C:4]=2[CH:3]=[C:2]1[S:10]([NH:13][C:14]1[CH:19]=[C:18]([Cl:20])[CH:17]=[CH:16][C:15]=1[S:21][CH2:22][C:23]1[CH:32]=[CH:31][CH:30]=[CH:29][C:24]=1[C:25]([O:27]C)=[O:26])(=[O:12])=[O:11].[OH-].[Na+].Cl, predict the reaction product. The product is: [S:1]1[C:5]2[CH:6]=[CH:7][CH:8]=[CH:9][C:4]=2[CH:3]=[C:2]1[S:10]([NH:13][C:14]1[CH:19]=[C:18]([Cl:20])[CH:17]=[CH:16][C:15]=1[S:21][CH2:22][C:23]1[CH:32]=[CH:31][CH:30]=[CH:29][C:24]=1[C:25]([OH:27])=[O:26])(=[O:11])=[O:12]. (4) Given the reactants [NH2:1][CH2:2][CH:3]([C:5]1[CH:10]=[CH:9][CH:8]=[CH:7][CH:6]=1)[CH3:4].C(N(CC)CC)C.[C:18](Cl)(=[O:25])[C:19]1[CH:24]=[CH:23][CH:22]=[CH:21][CH:20]=1, predict the reaction product. The product is: [C:5]1([CH:3]([CH3:4])[CH2:2][NH:1][C:18](=[O:25])[C:19]2[CH:24]=[CH:23][CH:22]=[CH:21][CH:20]=2)[CH:10]=[CH:9][CH:8]=[CH:7][CH:6]=1. (5) The product is: [Cl:1][C:2]1[CH:3]=[CH:4][C:5]([C:13]2[CH:14]=[C:15]3[C:20](=[CH:21][CH:22]=2)[N:19]=[CH:18][CH:17]=[CH:16]3)=[C:6]([CH:12]=1)[C:7]([OH:9])=[O:8]. Given the reactants [Cl:1][C:2]1[CH:3]=[CH:4][C:5]([C:13]2[CH:14]=[C:15]3[C:20](=[CH:21][CH:22]=2)[N:19]=[CH:18][CH:17]=[CH:16]3)=[C:6]([CH:12]=1)[C:7]([O:9]CC)=[O:8].O[Li].O, predict the reaction product. (6) Given the reactants BrCC1C=C(Cl)SC=1Cl.[Cl:10][C:11]1[S:12][C:13]([Cl:19])=[CH:14][C:15]=1[C:16](O)=[O:17], predict the reaction product. The product is: [Cl:10][C:11]1[S:12][C:13]([Cl:19])=[CH:14][C:15]=1[CH2:16][OH:17]. (7) Given the reactants [NH2:1][C:2]1[N:7]=[C:6]([NH:8][C:9]2[CH:14]=[CH:13][C:12]([C:15]([N:17]3[CH2:22][CH2:21][O:20][CH2:19][CH2:18]3)=[O:16])=[CH:11][CH:10]=2)[N:5]=[C:4]([C:23]2[C:24]([CH2:42][O:43][Si](C(C)(C)C)(C)C)=[C:25]([NH:29][C:30](=[O:41])[C:31]3[CH:36]=[CH:35][C:34]([C:37]([CH3:40])([CH3:39])[CH3:38])=[CH:33][CH:32]=3)[CH:26]=[CH:27][CH:28]=2)[N:3]=1, predict the reaction product. The product is: [NH2:1][C:2]1[N:7]=[C:6]([NH:8][C:9]2[CH:14]=[CH:13][C:12]([C:15]([N:17]3[CH2:18][CH2:19][O:20][CH2:21][CH2:22]3)=[O:16])=[CH:11][CH:10]=2)[N:5]=[C:4]([C:23]2[C:24]([CH2:42][OH:43])=[C:25]([NH:29][C:30](=[O:41])[C:31]3[CH:36]=[CH:35][C:34]([C:37]([CH3:40])([CH3:38])[CH3:39])=[CH:33][CH:32]=3)[CH:26]=[CH:27][CH:28]=2)[N:3]=1.